From a dataset of Catalyst prediction with 721,799 reactions and 888 catalyst types from USPTO. Predict which catalyst facilitates the given reaction. (1) Reactant: O.[F:2][C:3]1[CH:8]=[C:7]([F:9])[CH:6]=[CH:5][C:4]=1[C@:10]12[CH2:19][O:18][C@@H:17]([CH:20]([CH:26](OC)OC)[CH:21](OC)OC)[CH2:16][C@H:15]1[CH2:14][S:13][C:12]([NH:31]C(=O)C1C=CC=CC=1)=[N:11]2.[CH3:40][NH:41][NH2:42].S(=O)(=O)(O)O. The catalyst class is: 5. Product: [F:2][C:3]1[CH:8]=[C:7]([F:9])[CH:6]=[CH:5][C:4]=1[C@:10]12[CH2:19][O:18][C@@H:17]([C:20]3[CH:21]=[N:42][N:41]([CH3:40])[CH:26]=3)[CH2:16][C@H:15]1[CH2:14][S:13][C:12]([NH2:31])=[N:11]2. (2) Reactant: [Cl:1][C:2]1[CH:3]=[C:4]([CH:10]=O)[C:5]([O:8][CH3:9])=[N:6][CH:7]=1.[CH:12]1([CH2:18][O:19][C:20]2[CH:33]=[CH:32][CH:31]=[CH:30][C:21]=2[O:22][CH2:23][CH:24]2[CH2:29][CH2:28][NH:27][CH2:26][CH2:25]2)[CH2:17][CH2:16][CH2:15][CH2:14][CH2:13]1.C(O[BH-](OC(=O)C)OC(=O)C)(=O)C.[Na+].C(=O)(O)[O-].[Na+]. Product: [Cl:1][C:2]1[CH:3]=[C:4]([CH2:10][N:27]2[CH2:26][CH2:25][CH:24]([CH2:23][O:22][C:21]3[CH:30]=[CH:31][CH:32]=[CH:33][C:20]=3[O:19][CH2:18][CH:12]3[CH2:17][CH2:16][CH2:15][CH2:14][CH2:13]3)[CH2:29][CH2:28]2)[C:5]([O:8][CH3:9])=[N:6][CH:7]=1. The catalyst class is: 478. (3) Reactant: CO[CH:3]([O:21]C)[CH2:4][N:5]([CH3:20])[C:6]([NH:8][C:9]1[CH:14]=[C:13]([C:15]([F:18])([F:17])[F:16])[C:12]([I:19])=[CH:11][N:10]=1)=[O:7]. Product: [OH:21][CH:3]1[CH2:4][N:5]([CH3:20])[C:6](=[O:7])[N:8]1[C:9]1[CH:14]=[C:13]([C:15]([F:16])([F:17])[F:18])[C:12]([I:19])=[CH:11][N:10]=1. The catalyst class is: 86. (4) Reactant: [C:1]([NH:4][C:5]([CH2:16][C:17](=O)[C:18]1[CH:23]=[CH:22][C:21]([S:24][C:25]2[CH:30]=[CH:29][CH:28]=[CH:27][CH:26]=2)=[CH:20][CH:19]=1)([C:11]([O:13][CH2:14][CH3:15])=[O:12])[C:6]([O:8][CH2:9][CH3:10])=[O:7])(=[O:3])[CH3:2].[SiH](CC)(CC)CC. Product: [C:1]([NH:4][C:5]([CH2:16][CH2:17][C:18]1[CH:23]=[CH:22][C:21]([S:24][C:25]2[CH:26]=[CH:27][CH:28]=[CH:29][CH:30]=2)=[CH:20][CH:19]=1)([C:11]([O:13][CH2:14][CH3:15])=[O:12])[C:6]([O:8][CH2:9][CH3:10])=[O:7])(=[O:3])[CH3:2]. The catalyst class is: 388.